From a dataset of Full USPTO retrosynthesis dataset with 1.9M reactions from patents (1976-2016). Predict the reactants needed to synthesize the given product. (1) Given the product [C:42]([NH:1][C:2]1[CH:34]=[CH:33][C:5]([C:6]([NH:8][CH:9]2[CH2:10][C:11]3([CH2:15][CH:14]([NH:16][C:17]4[N:22]=[C:21]([C:23]5[C:31]6[C:26](=[CH:27][CH:28]=[CH:29][CH:30]=6)[NH:25][CH:24]=5)[C:20]([Cl:32])=[CH:19][N:18]=4)[CH2:13]3)[CH2:12]2)=[O:7])=[CH:4][CH:3]=1)(=[O:45])[CH:43]=[CH2:44], predict the reactants needed to synthesize it. The reactants are: [NH2:1][C:2]1[CH:34]=[CH:33][C:5]([C:6]([NH:8][CH:9]2[CH2:12][C:11]3([CH2:15][CH:14]([NH:16][C:17]4[N:22]=[C:21]([C:23]5[C:31]6[C:26](=[CH:27][CH:28]=[CH:29][CH:30]=6)[NH:25][CH:24]=5)[C:20]([Cl:32])=[CH:19][N:18]=4)[CH2:13]3)[CH2:10]2)=[O:7])=[CH:4][CH:3]=1.CCN(CC)CC.[C:42](Cl)(=[O:45])[CH:43]=[CH2:44]. (2) Given the product [CH2:1]([C:4]1([C:11]2[CH:16]=[CH:15][CH:14]=[CH:13][CH:12]=2)[CH2:9][CH2:8][CH2:7][CH2:6][CH2:5]1)[CH:2]=[CH2:3], predict the reactants needed to synthesize it. The reactants are: [CH2:1]([C:4]1([C:11]2[CH:16]=[CH:15][CH:14]=[CH:13][CH:12]=2)[CH2:9][CH2:8][CH2:7][CH2:6][C:5]1=O)[CH:2]=[CH2:3].C(O)CO.NN.[OH-].[K+]. (3) Given the product [CH2:31]([C:33]1[CH:34]=[CH:35][C:36]([C:2]2[C:10]3[C:9]([O:11][C@H:12]([CH3:24])[CH2:13][CH2:14][CH2:15][CH2:16][C:17]([O:19][C:20]([CH3:23])([CH3:22])[CH3:21])=[O:18])=[N:8][CH:7]=[N:6][C:5]=3[O:4][C:3]=2[C:25]2[CH:30]=[CH:29][CH:28]=[CH:27][CH:26]=2)=[N:37][CH:38]=1)[CH3:32], predict the reactants needed to synthesize it. The reactants are: Br[C:2]1[C:10]2[C:9]([O:11][C@H:12]([CH3:24])[CH2:13][CH2:14][CH2:15][CH2:16][C:17]([O:19][C:20]([CH3:23])([CH3:22])[CH3:21])=[O:18])=[N:8][CH:7]=[N:6][C:5]=2[O:4][C:3]=1[C:25]1[CH:30]=[CH:29][CH:28]=[CH:27][CH:26]=1.[CH2:31]([C:33]1[CH:34]=[CH:35][C:36]([Sn](CCCC)(CCCC)CCCC)=[N:37][CH:38]=1)[CH3:32]. (4) Given the product [CH:8]1[C:9]2[C:4](=[CH:3][C:2]([NH:1][C:18]([C:15]3[CH:16]=[CH:17][C:12]([C:21]4[CH:22]=[CH:23][CH:24]=[CH:25][CH:26]=4)=[CH:13][CH:14]=3)=[O:19])=[CH:11][CH:10]=2)[CH:5]=[CH:6][N:7]=1, predict the reactants needed to synthesize it. The reactants are: [NH2:1][C:2]1[CH:3]=[C:4]2[C:9](=[CH:10][CH:11]=1)[CH:8]=[N:7][CH:6]=[CH:5]2.[C:12]1([C:21]2[CH:26]=[CH:25][CH:24]=[CH:23][CH:22]=2)[CH:17]=[CH:16][C:15]([C:18](O)=[O:19])=[CH:14][CH:13]=1. (5) Given the product [NH2:1][CH2:2][C@@H:3]1[C@H:8]([CH3:9])[CH2:7][CH2:6][CH2:5][N:4]1[C:32]([C:30]1[C:29]([N:35]2[CH:39]=[CH:38][CH:37]=[N:36]2)=[CH:28][CH:27]=[C:26]([CH3:25])[N:31]=1)=[O:34], predict the reactants needed to synthesize it. The reactants are: [NH2:1][CH2:2][C@@H:3]1[C@H:8]([CH3:9])[CH2:7][CH2:6][CH2:5][N:4]1C(C1C=C(C)C=CC=1C1C=NN(C)C=1)=O.[CH3:25][C:26]1[N:31]=[C:30]([C:32]([OH:34])=O)[C:29]([N:35]2[CH:39]=[CH:38][CH:37]=[N:36]2)=[CH:28][CH:27]=1. (6) Given the product [CH3:23][O:22][C:19]1[CH:20]=[CH:21][C:16]([C:12]2[CH:11]=[C:10]3[C:15]([C:7]([C:47]4[CH:46]=[CH:45][CH:44]=[C:43]([N+:40]([O-:42])=[O:41])[CH:48]=4)=[CH:8][N:9]3[C:24]3[N:29]=[CH:28][N:27]=[C:26]([NH:30][CH3:31])[CH:25]=3)=[CH:14][CH:13]=2)=[CH:17][CH:18]=1, predict the reactants needed to synthesize it. The reactants are: CN(C=O)C.Br[C:7]1[C:15]2[C:10](=[CH:11][C:12]([C:16]3[CH:21]=[CH:20][C:19]([O:22][CH3:23])=[CH:18][CH:17]=3)=[CH:13][CH:14]=2)[N:9]([C:24]2[N:29]=[CH:28][N:27]=[C:26]([NH:30][CH3:31])[CH:25]=2)[CH:8]=1.[O-]P([O-])([O-])=O.[K+].[K+].[K+].[N+:40]([C:43]1[CH:44]=[C:45](B(O)O)[CH:46]=[CH:47][CH:48]=1)([O-:42])=[O:41]. (7) Given the product [ClH:32].[NH2:24][C@:3]([CH3:23])([CH2:4][CH2:5][C:6]1[CH:7]=[CH:8][C:9]([O:12][CH2:13][CH2:14][CH2:15][C:16]([F:21])([F:22])[C:17]([F:18])([F:19])[F:20])=[CH:10][CH:11]=1)[CH2:2][OH:1], predict the reactants needed to synthesize it. The reactants are: [OH:1][CH2:2][C@@:3]([NH:24]C(=O)OC(C)(C)C)([CH3:23])[CH2:4][CH2:5][C:6]1[CH:11]=[CH:10][C:9]([O:12][CH2:13][CH2:14][CH2:15][C:16]([F:22])([F:21])[C:17]([F:20])([F:19])[F:18])=[CH:8][CH:7]=1.[ClH:32]. (8) Given the product [CH3:9][C:8]1([C:4]2[CH:5]=[CH:6][CH:7]=[C:2]([CH3:1])[CH:3]=2)[NH:14][C:17](=[O:15])[NH:12][C:11]1=[O:16], predict the reactants needed to synthesize it. The reactants are: [CH3:1][C:2]1[CH:3]=[C:4]([C:8](=O)[CH3:9])[CH:5]=[CH:6][CH:7]=1.[C-:11]#[N:12].[K+].[NH4+:14].[OH-:15].[OH2:16].[CH2:17](O)C. (9) Given the product [C:41]([OH:53])(=[O:52])[CH2:42][C:43]([CH2:48][C:49]([OH:51])=[O:50])([C:45]([OH:47])=[O:46])[OH:44].[CH3:18][C@@H:17]1[CH2:16][CH2:15][N:14]([C:22](=[O:23])[CH2:21][C:19]#[N:20])[CH2:13][C@@H:12]1[N:2]([CH3:1])[C:3]1[C:4]2[CH:11]=[CH:10][NH:9][C:5]=2[N:6]=[CH:7][N:8]=1, predict the reactants needed to synthesize it. The reactants are: [CH3:1][N:2]([CH:12]1[CH:17]([CH3:18])[CH2:16][CH2:15][NH:14][CH2:13]1)[C:3]1[C:4]2[CH:11]=[CH:10][NH:9][C:5]=2[N:6]=[CH:7][N:8]=1.[C:19]([CH2:21][C:22](O)=[O:23])#[N:20].C(N(CC)CC)C.CC(C)(C)C(Cl)=O.[OH-].[Na+].[C:41]([OH:53])(=[O:52])[CH2:42][C:43]([CH2:48][C:49]([OH:51])=[O:50])([C:45]([OH:47])=[O:46])[OH:44].